From a dataset of Forward reaction prediction with 1.9M reactions from USPTO patents (1976-2016). Predict the product of the given reaction. (1) Given the reactants [Cl-].[Cr+3:2].[Cl-].[Cl-].[NH2:5][C@@H:6]([CH2:10][CH2:11][C:12]([NH:14][C@H:15]([C:18]([NH:20][CH2:21][C:22]([OH:24])=[O:23])=[O:19])[CH2:16][SH:17])=[O:13])[C:7]([OH:9])=[O:8], predict the reaction product. The product is: [Cr:2].[NH2:5][C@@H:6]([CH2:10][CH2:11][C:12]([NH:14][C@H:15]([C:18]([NH:20][CH2:21][C:22]([OH:24])=[O:23])=[O:19])[CH2:16][SH:17])=[O:13])[C:7]([OH:9])=[O:8]. (2) Given the reactants C[O:2][C:3]([C:5]1[CH:30]=[CH:29][C:8]([O:9][CH2:10][C:11]2[N:12]=[C:13]([N:16]3[CH2:21][CH2:20][N:19]([C:22]([O:24][C:25]([CH3:28])([CH3:27])[CH3:26])=[O:23])[CH2:18][CH2:17]3)[S:14][CH:15]=2)=[CH:7][CH:6]=1)=[O:4].[OH-].[Na+], predict the reaction product. The product is: [C:25]([O:24][C:22]([N:19]1[CH2:18][CH2:17][N:16]([C:13]2[S:14][CH:15]=[C:11]([CH2:10][O:9][C:8]3[CH:7]=[CH:6][C:5]([C:3]([OH:4])=[O:2])=[CH:30][CH:29]=3)[N:12]=2)[CH2:21][CH2:20]1)=[O:23])([CH3:28])([CH3:26])[CH3:27].